From a dataset of hERG potassium channel inhibition data for cardiac toxicity prediction from Karim et al.. Regression/Classification. Given a drug SMILES string, predict its toxicity properties. Task type varies by dataset: regression for continuous values (e.g., LD50, hERG inhibition percentage) or binary classification for toxic/non-toxic outcomes (e.g., AMES mutagenicity, cardiotoxicity, hepatotoxicity). Dataset: herg_karim. (1) The compound is Cc1ccc(OC(C)C)c(-c2ccc(N3CC(CNC(=O)c4ccc(-c5nc6cc(C#N)cc(C(C)C)c6o5)cc4)OC3=O)nc2)c1. The result is 0 (non-blocker). (2) The result is 1 (blocker). The compound is CC(=O)Nc1ccc2c3cccc4c3c([n+](C)c2c1)-c1ccccc1N4C. (3) The molecule is N/C1=N/C(=O)[C@@H]2CCCN2c2ccc(cc2)OC/C=C\CCCNCC(=O)Nc2c(Cl)cc(cc2Cl)CN1. The result is 0 (non-blocker). (4) The compound is COc1ncnc(Cn2cc(C(=O)NCCO)c3ncc(C)cc32)c1C. The result is 0 (non-blocker). (5) The compound is Cc1noc(Cn2nc3ccc(-c4ccc(OC(F)(F)F)cc4)cn3c2=O)n1. The result is 0 (non-blocker). (6) The compound is COc1ccc(N2CCN(CC(O)COc3ccc(C(F)(F)F)cc3)CC2)cc1. The result is 1 (blocker). (7) The result is 0 (non-blocker). The drug is O=C(Nc1nc2ccccc2n1CCN1CCOCC1)c1cccc([N+](=O)[O-])c1. (8) The result is 0 (non-blocker). The molecule is CN(C)C(=O)NC1CCC(CN2[C@H]3CC[C@@H]2C[C@H](Oc2cccc(C(N)=O)c2)C3)CC1.